From a dataset of Reaction yield outcomes from USPTO patents with 853,638 reactions. Predict the reaction yield, written as a fraction of the theoretical maximum amount of product (1.0 means a 100% yield; for example, 0.34 means a 34% yield). (1) The reactants are [CH3:1][N:2]1[C:7]2[N:8]=[C:9](SC)[N:10]=[CH:11][C:6]=2[CH:5]=[C:4]([C:14]2[CH:19]=[CH:18][CH:17]=[C:16]([N+:20]([O-:22])=[O:21])[CH:15]=2)[C:3]1=[O:23]. The catalyst is CCO.[Ni]. The product is [CH3:1][N:2]1[C:7]2[N:8]=[CH:9][N:10]=[CH:11][C:6]=2[CH:5]=[C:4]([C:14]2[CH:19]=[CH:18][CH:17]=[C:16]([N+:20]([O-:22])=[O:21])[CH:15]=2)[C:3]1=[O:23]. The yield is 0.410. (2) The reactants are [F:1][C:2]([F:11])([F:10])[C:3](=O)[CH2:4][C:5](=O)[CH2:6][CH3:7].O.[NH2:13][NH2:14]. The catalyst is C(O)C. The product is [CH2:6]([C:5]1[NH:14][N:13]=[C:3]([C:2]([F:11])([F:10])[F:1])[CH:4]=1)[CH3:7]. The yield is 0.410. (3) The reactants are [C:1]1([CH2:7][CH:8]([NH2:11])[C:9]#[N:10])[CH:6]=[CH:5][CH:4]=[CH:3][CH:2]=1.[H-].C([Al+]CC(C)C)C(C)C.CC(C[AlH]CC(C)C)C.[OH-].[Na+]. The catalyst is ClCCl. The product is [C:1]1([CH2:7][CH:8]([NH2:11])[CH2:9][NH2:10])[CH:6]=[CH:5][CH:4]=[CH:3][CH:2]=1. The yield is 0.680. (4) The reactants are [F:1][C:2]1[CH:7]=[CH:6][C:5]([CH:8]([C:13]2[CH:14]=[N:15][C:16]([N:19]3[CH2:24][CH2:23][N:22]([C:25]([O:27][C:28]([CH3:31])([CH3:30])[CH3:29])=[O:26])[CH2:21][CH2:20]3)=[N:17][CH:18]=2)[C:9]([O:11][CH3:12])=[O:10])=[CH:4][CH:3]=1.[Li+].[CH3:33]C([N-]C(C)C)C.CI. The catalyst is C1COCC1. The product is [F:1][C:2]1[CH:7]=[CH:6][C:5]([C:8]([C:13]2[CH:14]=[N:15][C:16]([N:19]3[CH2:24][CH2:23][N:22]([C:25]([O:27][C:28]([CH3:31])([CH3:30])[CH3:29])=[O:26])[CH2:21][CH2:20]3)=[N:17][CH:18]=2)([CH3:33])[C:9]([O:11][CH3:12])=[O:10])=[CH:4][CH:3]=1. The yield is 0.770. (5) The reactants are Br[C:2]1[S:6][C:5]2[CH:7]=[C:8]([O:11][CH3:12])[CH:9]=[CH:10][C:4]=2[C:3]=1[O:13][C:14]1[CH:19]=[CH:18][C:17](/[CH:20]=[CH:21]/[C:22]([O:24][CH3:25])=[O:23])=[CH:16][CH:15]=1.[CH:26]([C:29]1[CH:34]=[CH:33][CH:32]=[C:31]([CH3:35])[C:30]=1B(O)O)([CH3:28])[CH3:27].[OH-].[Ba+2].[OH-].Cl. The catalyst is C(COC)OC.O.C1C=CC([P]([Pd]([P](C2C=CC=CC=2)(C2C=CC=CC=2)C2C=CC=CC=2)([P](C2C=CC=CC=2)(C2C=CC=CC=2)C2C=CC=CC=2)[P](C2C=CC=CC=2)(C2C=CC=CC=2)C2C=CC=CC=2)(C2C=CC=CC=2)C2C=CC=CC=2)=CC=1. The product is [CH:26]([C:29]1[CH:34]=[CH:33][CH:32]=[C:31]([CH3:35])[C:30]=1[C:2]1[S:6][C:5]2[CH:7]=[C:8]([O:11][CH3:12])[CH:9]=[CH:10][C:4]=2[C:3]=1[O:13][C:14]1[CH:19]=[CH:18][C:17](/[CH:20]=[CH:21]/[C:22]([O:24][CH3:25])=[O:23])=[CH:16][CH:15]=1)([CH3:28])[CH3:27]. The yield is 0.850. (6) The reactants are [F:1][C:2]1[CH:3]=[C:4]([CH:8]=[CH:9][C:10]=1F)[C:5]([OH:7])=[O:6].CC(S)C.C(=O)([O-])[O-:17].[Cs+].[Cs+].Cl[C:23]1C=C(C=[CH:31][CH:32]=1)C(OO)=O.C[S:34](C)=[O:35]. The catalyst is C(Cl)Cl. The product is [F:1][C:2]1[CH:3]=[C:4]([CH:8]=[CH:9][C:10]=1[S:34]([CH:32]([CH3:31])[CH3:23])(=[O:35])=[O:17])[C:5]([OH:7])=[O:6]. The yield is 0.830.